From a dataset of Full USPTO retrosynthesis dataset with 1.9M reactions from patents (1976-2016). Predict the reactants needed to synthesize the given product. (1) Given the product [OH:37][C:34]1[CH:35]=[CH:36][C:31]([C:7]2[CH:16]=[C:15]3[C:10]([CH:11]=[CH:12][CH:13]=[C:14]3[C:17]([O:19][CH3:20])=[O:18])=[CH:9][CH:8]=2)=[CH:32][CH:33]=1, predict the reactants needed to synthesize it. The reactants are: FC(F)(F)S(O[C:7]1[CH:16]=[C:15]2[C:10]([CH:11]=[CH:12][CH:13]=[C:14]2[C:17]([O:19][CH3:20])=[O:18])=[CH:9][CH:8]=1)(=O)=O.CC1(C)C(C)(C)OB([C:31]2[CH:36]=[CH:35][C:34]([OH:37])=[CH:33][CH:32]=2)O1. (2) Given the product [O:17]1[CH2:21][CH2:20][CH:19]([CH2:22][NH:23][C:24]([C:26]2[C:30]([CH:13]=[O:12])=[C:29]([CH2:31][O:32][CH2:33][C:34]3[CH:43]=[CH:42][C:41]4[C:36](=[CH:37][CH:38]=[CH:39][CH:40]=4)[CH:35]=3)[O:28][N:27]=2)=[O:25])[CH2:18]1, predict the reactants needed to synthesize it. The reactants are: CCCCCC.C([Li])CCC.[O:12]1CCC[CH2:13]1.[O:17]1[CH2:21][CH2:20][CH:19]([CH2:22][NH:23][C:24]([C:26]2[CH:30]=[C:29]([CH2:31][O:32][CH2:33][C:34]3[CH:43]=[CH:42][C:41]4[C:36](=[CH:37][CH:38]=[CH:39][CH:40]=4)[CH:35]=3)[O:28][N:27]=2)=[O:25])[CH2:18]1.Cl. (3) Given the product [F:28][C:2]([F:27])([F:1])[CH2:3][N:4]1[C:9](=[O:10])[C:8]([O:11][CH2:12][C:13]([OH:16])([CH3:15])[CH3:14])=[C:7]([C:17]2[CH:22]=[CH:21][C:20]([S:23]([NH:26][C:29](=[O:31])[CH3:30])(=[O:25])=[O:24])=[CH:19][CH:18]=2)[CH:6]=[N:5]1, predict the reactants needed to synthesize it. The reactants are: [F:1][C:2]([F:28])([F:27])[CH2:3][N:4]1[C:9](=[O:10])[C:8]([O:11][CH2:12][C:13]([OH:16])([CH3:15])[CH3:14])=[C:7]([C:17]2[CH:22]=[CH:21][C:20]([S:23]([NH2:26])(=[O:25])=[O:24])=[CH:19][CH:18]=2)[CH:6]=[N:5]1.[C:29](OC(=O)C)(=[O:31])[CH3:30].C(N(CC)CC)C. (4) Given the product [ClH:18].[Cl:18][C:19]1[CH:20]=[CH:21][C:22]([NH:25][C:26](=[O:43])[C:27]2[CH:32]=[C:31]([F:33])[CH:30]=[CH:29][C:28]=2[NH:34][C:35]([N:37]2[CH2:42][CH2:41][N:40]([CH:3]([CH3:4])[CH3:2])[CH2:39][CH2:38]2)=[O:36])=[N:23][CH:24]=1, predict the reactants needed to synthesize it. The reactants are: Cl.[C:2](N)(=O)[C:3]1C=CC=C[CH:4]=1.FC(F)(F)C(O)=O.[Cl:18][C:19]1[CH:20]=[CH:21][C:22]([NH:25][C:26](=[O:43])[C:27]2[CH:32]=[C:31]([F:33])[CH:30]=[CH:29][C:28]=2[NH:34][C:35]([N:37]2[CH2:42][CH2:41][NH:40][CH2:39][CH2:38]2)=[O:36])=[N:23][CH:24]=1. (5) Given the product [N:23]1([C:28]2[N:33]=[CH:32][C:31]([NH:34][C:19]([C:6]3[N:7]([CH2:11][C:12]4[CH:17]=[CH:16][CH:15]=[C:14]([F:18])[CH:13]=4)[C:8]4[C:4]([CH:5]=3)=[CH:3][C:2]([F:1])=[CH:10][CH:9]=4)=[O:20])=[C:30]([C:35]([F:38])([F:36])[F:37])[CH:29]=2)[CH2:27][CH2:26][CH2:25][CH2:24]1, predict the reactants needed to synthesize it. The reactants are: [F:1][C:2]1[CH:3]=[C:4]2[C:8](=[CH:9][CH:10]=1)[N:7]([CH2:11][C:12]1[CH:17]=[CH:16][CH:15]=[C:14]([F:18])[CH:13]=1)[C:6]([C:19](O)=[O:20])=[CH:5]2.Cl.[N:23]1([C:28]2[N:33]=[CH:32][C:31]([NH2:34])=[C:30]([C:35]([F:38])([F:37])[F:36])[CH:29]=2)[CH2:27][CH2:26][CH2:25][CH2:24]1.C(N(CC)CC)C. (6) Given the product [Cl:1][C:2]1[CH:26]=[CH:25][C:5]([CH2:6][N:7]2[C@H:12]([NH:31][C:30]3[CH:32]=[CH:33][C:34]([O:35][CH:36]([CH3:37])[CH3:38])=[C:28]([F:27])[CH:29]=3)[NH:11][C:10](=[O:16])[N:9]([CH2:17][CH:18]([C:20]([O:22][CH3:23])=[O:21])[CH3:19])[C:8]2=[O:24])=[CH:4][CH:3]=1, predict the reactants needed to synthesize it. The reactants are: [Cl:1][C:2]1[CH:26]=[CH:25][C:5]([CH2:6][N:7]2[C:12](SCC)=[N:11][C:10](=[O:16])[N:9]([CH2:17][C@H:18]([C:20]([O:22][CH3:23])=[O:21])[CH3:19])[C:8]2=[O:24])=[CH:4][CH:3]=1.[F:27][C:28]1[CH:29]=[C:30]([CH:32]=[CH:33][C:34]=1[O:35][CH:36]([CH3:38])[CH3:37])[NH2:31].C(O)(=O)C.C(=O)(O)[O-].[Na+].